Dataset: Reaction yield outcomes from USPTO patents with 853,638 reactions. Task: Predict the reaction yield, written as a fraction of the theoretical maximum amount of product (1.0 means a 100% yield; for example, 0.34 means a 34% yield). (1) The reactants are [CH:1]1([C:4]2[CH:11]=[C:10]([N+:12]([O-])=O)[CH:9]=[CH:8][C:5]=2[C:6]#[N:7])[CH2:3][CH2:2]1.[Cl-].[NH4+].CO. The catalyst is [Fe].O. The product is [NH2:12][C:10]1[CH:9]=[CH:8][C:5]([C:6]#[N:7])=[C:4]([CH:1]2[CH2:2][CH2:3]2)[CH:11]=1. The yield is 0.290. (2) The reactants are Cl.[NH2:2][CH2:3][C:4]1[CH:9]=[CH:8][C:7]([C:10]2[CH:26]=[CH:25][C:13]([O:14][CH:15]([CH3:24])[CH2:16][NH:17][S:18]([CH:21]([CH3:23])[CH3:22])(=[O:20])=[O:19])=[CH:12][CH:11]=2)=[CH:6][CH:5]=1.C(N(CC)CC)C.[F:34][C:35]([F:41])([F:40])[S:36](Cl)(=[O:38])=[O:37]. The catalyst is C(Cl)Cl. The product is [CH3:23][CH:21]([S:18]([NH:17][CH2:16][CH:15]([O:14][C:13]1[CH:25]=[CH:26][C:10]([C:7]2[CH:6]=[CH:5][C:4]([CH2:3][NH:2][S:36]([C:35]([F:41])([F:40])[F:34])(=[O:38])=[O:37])=[CH:9][CH:8]=2)=[CH:11][CH:12]=1)[CH3:24])(=[O:20])=[O:19])[CH3:22]. The yield is 0.110. (3) The reactants are [ClH:1].[CH3:2][N:3]1[C:7]2[CH2:8][CH2:9][N:10](C(OC(C)(C)C)=O)[CH2:11][CH2:12][C:6]=2[C:5]2[CH:20]=[CH:21][C:22]([N:24]3[CH:29]=[CH:28][C:27]([C:30]4[N:31]=[N:32][C:33]([C:36]([F:39])([F:38])[F:37])=[CH:34][CH:35]=4)=[CH:26][C:25]3=[O:40])=[N:23][C:4]1=2. The catalyst is CO.CCOCC. The product is [ClH:1].[CH3:2][N:3]1[C:7]2[CH2:8][CH2:9][NH:10][CH2:11][CH2:12][C:6]=2[C:5]2[CH:20]=[CH:21][C:22]([N:24]3[CH:29]=[CH:28][C:27]([C:30]4[N:31]=[N:32][C:33]([C:36]([F:39])([F:38])[F:37])=[CH:34][CH:35]=4)=[CH:26][C:25]3=[O:40])=[N:23][C:4]1=2. The yield is 0.940. (4) The reactants are Cl[C:2]1[CH:7]=[C:6]([NH:8][C@@H:9]2[CH2:14][CH2:13][C@H:12]([C:15]([NH:17][CH:18]([CH3:20])[CH3:19])=[O:16])[CH2:11][CH2:10]2)[C:5]([N+:21]([O-:23])=[O:22])=[CH:4][N:3]=1.[NH:24]1[CH2:29][CH2:28][S:27](=[O:31])(=[O:30])[CH2:26][CH2:25]1. The catalyst is CC(O)C. The product is [CH:18]([NH:17][C:15]([C@H:12]1[CH2:13][CH2:14][C@@H:9]([NH:8][C:6]2[C:5]([N+:21]([O-:23])=[O:22])=[CH:4][N:3]=[C:2]([N:24]3[CH2:29][CH2:28][S:27](=[O:31])(=[O:30])[CH2:26][CH2:25]3)[CH:7]=2)[CH2:10][CH2:11]1)=[O:16])([CH3:20])[CH3:19]. The yield is 0.870. (5) The reactants are Cl[C:2]1[CH:7]=[C:6]([CH:8]=[CH:9][N:10](C)C)[C:5]([N+]([O-])=O)=[CH:4][N:3]=1.[NH:16]1[CH2:21][CH2:20][O:19][CH2:18][CH2:17]1.C([O-])=O.[NH4+]. The catalyst is [Pd].CO.C(Cl)Cl. The product is [N:16]1([C:4]2[CH:5]=[C:6]3[CH:8]=[CH:9][NH:10][C:7]3=[CH:2][N:3]=2)[CH2:21][CH2:20][O:19][CH2:18][CH2:17]1. The yield is 0.520. (6) The reactants are C(OC([N:8]1[CH2:13][CH2:12][N:11]([C:14]([C:16]2[C:17]3[C:31](/[CH:32]=[CH:33]/[C:34]4[CH:39]=[CH:38][CH:37]=[C:36]([CH2:40][N:41]([CH3:43])[CH3:42])[CH:35]=4)=[N:30][N:29](C4CCCCO4)[C:18]=3[N:19]=[C:20]([C:22]3[CH:27]=[CH:26][C:25]([OH:28])=[CH:24][CH:23]=3)[CH:21]=2)=[O:15])[CH2:10][CH2:9]1)=O)(C)(C)C.Cl. The catalyst is CO. The product is [CH3:42][N:41]([CH2:40][C:36]1[CH:35]=[C:34](/[CH:33]=[CH:32]/[C:31]2[C:17]3[C:18](=[N:19][C:20]([C:22]4[CH:23]=[CH:24][C:25]([OH:28])=[CH:26][CH:27]=4)=[CH:21][C:16]=3[C:14]([N:11]3[CH2:10][CH2:9][NH:8][CH2:13][CH2:12]3)=[O:15])[NH:29][N:30]=2)[CH:39]=[CH:38][CH:37]=1)[CH3:43]. The yield is 0.950. (7) The reactants are [Si]([O:8][CH2:9][C:10]1([CH3:36])[S:16][CH2:15][CH2:14][N:13]2[C:17]([C:20]3([C:23]4[CH:28]=[CH:27][C:26]([C:29]5[CH:30]=[N:31][N:32]([CH3:34])[CH:33]=5)=[C:25]([F:35])[CH:24]=4)[CH2:22][CH2:21]3)=[N:18][N:19]=[C:12]2[CH2:11]1)(C(C)(C)C)(C)C.Cl. The catalyst is CO. The product is [F:35][C:25]1[CH:24]=[C:23]([C:20]2([C:17]3[N:13]4[CH2:14][CH2:15][S:16][C:10]([CH2:9][OH:8])([CH3:36])[CH2:11][C:12]4=[N:19][N:18]=3)[CH2:21][CH2:22]2)[CH:28]=[CH:27][C:26]=1[C:29]1[CH:30]=[N:31][N:32]([CH3:34])[CH:33]=1. The yield is 0.750. (8) The reactants are [CH2:1]([O:3][C:4](=[O:17])[C:5](Cl)=[N:6][NH:7][C:8]1[CH:13]=[CH:12][C:11]([O:14][CH3:15])=[CH:10][CH:9]=1)[CH3:2].[I:18][C:19]1[CH:24]=[CH:23][C:22]([N:25]2[CH2:30][CH2:29][CH:28]=[C:27](N3CCOCC3)[C:26]2=[O:37])=[CH:21][CH:20]=1.C(N(CC)CC)C.Cl. The catalyst is CCOC(C)=O.O. The product is [CH2:1]([O:3][C:4]([C:5]1[C:28]2[CH2:29][CH2:30][N:25]([C:22]3[CH:23]=[CH:24][C:19]([I:18])=[CH:20][CH:21]=3)[C:26](=[O:37])[C:27]=2[N:7]([C:8]2[CH:13]=[CH:12][C:11]([O:14][CH3:15])=[CH:10][CH:9]=2)[N:6]=1)=[O:17])[CH3:2]. The yield is 0.870.